This data is from hERG potassium channel inhibition data for cardiac toxicity prediction from Karim et al.. The task is: Regression/Classification. Given a drug SMILES string, predict its toxicity properties. Task type varies by dataset: regression for continuous values (e.g., LD50, hERG inhibition percentage) or binary classification for toxic/non-toxic outcomes (e.g., AMES mutagenicity, cardiotoxicity, hepatotoxicity). Dataset: herg_karim. The compound is CC1=C(C(=O)Nc2cc3cn[nH]c3cc2F)C(c2ccc(C(F)(F)F)cc2)CC(=O)N1. The result is 0 (non-blocker).